This data is from Reaction yield outcomes from USPTO patents with 853,638 reactions. The task is: Predict the reaction yield, written as a fraction of the theoretical maximum amount of product (1.0 means a 100% yield; for example, 0.34 means a 34% yield). (1) The product is [C:2]1([N:8]2[CH2:13][CH2:12][CH2:11][CH2:10][CH2:9]2)[CH:7]=[CH:6][CH:5]=[CH:4][CH:3]=1. The reactants are Cl[C:2]1[CH:7]=[CH:6][CH:5]=[CH:4][CH:3]=1.[NH:8]1[CH2:13][CH2:12][CH2:11][CH2:10][CH2:9]1. The catalyst is C1(C)C=CC=CC=1. The yield is 0.430. (2) The reactants are [CH:1]1([C:4]2[N:5]=[C:6]([CH3:26])[NH:7][C:8](=[O:25])[C:9]=2[CH2:10][C:11]2[CH:16]=[CH:15][C:14]([C:17]3[C:18]([C:23]#[N:24])=[CH:19][CH:20]=[CH:21][CH:22]=3)=[CH:13][CH:12]=2)[CH2:3][CH2:2]1.[C:27]1(B(O)O)[CH:32]=[CH:31][CH:30]=[CH:29][CH:28]=1.C(N(CC)CC)C.N1C=CC=CC=1. The catalyst is C([O-])(=O)C.[Cu+2].C([O-])(=O)C.C(OCC)(=O)C.C(Cl)Cl. The product is [CH:1]1([C:4]2[N:5]=[C:6]([CH3:26])[N:7]([C:27]3[CH:32]=[CH:31][CH:30]=[CH:29][CH:28]=3)[C:8](=[O:25])[C:9]=2[CH2:10][C:11]2[CH:16]=[CH:15][C:14]([C:17]3[C:18]([C:23]#[N:24])=[CH:19][CH:20]=[CH:21][CH:22]=3)=[CH:13][CH:12]=2)[CH2:2][CH2:3]1. The yield is 0.350. (3) The reactants are [Br:1][C:2]1[CH:3]=[N:4][C:5](Cl)=[C:6]([CH:10]=1)[C:7]([OH:9])=[O:8].[F:12][C:13]([F:23])([F:22])[O:14][C:15]1[CH:20]=[CH:19][C:18]([OH:21])=[CH:17][CH:16]=1.C([O-])([O-])=O.[K+].[K+].C(O)(=O)C. The catalyst is CN(C=O)C.O. The product is [Br:1][C:2]1[CH:3]=[N:4][C:5]([O:21][C:18]2[CH:19]=[CH:20][C:15]([O:14][C:13]([F:12])([F:22])[F:23])=[CH:16][CH:17]=2)=[C:6]([CH:10]=1)[C:7]([OH:9])=[O:8]. The yield is 0.240. (4) The reactants are [Cl:1][C:2]1[C:3]([O:12][C:13]2[CH:18]=[C:17]([OH:19])[CH:16]=[CH:15][C:14]=2/[CH:20]=[CH:21]/[C:22]([O:24][CH2:25][CH3:26])=[O:23])=[N:4][CH:5]=[C:6]([C:8]([F:11])([F:10])[F:9])[CH:7]=1.[CH:27]([Si:30]([CH:38]([CH3:40])[CH3:39])([CH:35]([CH3:37])[CH3:36])[O:31][CH2:32][CH2:33]O)([CH3:29])[CH3:28].C(P(CCCC)CCCC)CCC.N(C(N1CCCCC1)=O)=NC(N1CCCCC1)=O. The catalyst is O1CCCC1. The product is [Cl:1][C:2]1[C:3]([O:12][C:13]2[CH:18]=[C:17]([O:19][CH2:33][CH2:32][O:31][Si:30]([CH:35]([CH3:36])[CH3:37])([CH:27]([CH3:29])[CH3:28])[CH:38]([CH3:39])[CH3:40])[CH:16]=[CH:15][C:14]=2/[CH:20]=[CH:21]/[C:22]([O:24][CH2:25][CH3:26])=[O:23])=[N:4][CH:5]=[C:6]([C:8]([F:9])([F:11])[F:10])[CH:7]=1. The yield is 0.890. (5) The reactants are [F:1][C:2]([F:24])([F:23])[C:3]1[CH:4]=[C:5]([NH:9][CH2:10][C:11]2[C:16](/[CH:17]=[CH:18]/[C:19](OC)=[O:20])=[CH:15][CH:14]=[CH:13][N:12]=2)[CH:6]=[CH:7][CH:8]=1.[NH2:25][OH:26].[OH-].[Na+]. The catalyst is CO.C1COCC1. The product is [OH:26][NH:25][C:19](=[O:20])/[CH:18]=[CH:17]/[C:16]1[C:11]([CH2:10][NH:9][C:5]2[CH:6]=[CH:7][CH:8]=[C:3]([C:2]([F:24])([F:23])[F:1])[CH:4]=2)=[N:12][CH:13]=[CH:14][CH:15]=1. The yield is 0.0700. (6) The reactants are [C:1]([O:5][C:6]([N:8]1[CH2:12][CH2:11][CH2:10][CH:9]1[CH2:13][O:14][C:15]1[CH:20]=[CH:19][C:18]([OH:21])=[CH:17][CH:16]=1)=[O:7])([CH3:4])([CH3:3])[CH3:2].C([O-])([O-])=O.[Cs+].[Cs+].Cl[C:29]1[O:30][C:31]2[CH:37]=[CH:36][CH:35]=[CH:34][C:32]=2[N:33]=1. The catalyst is CC(C)=O. The product is [C:1]([O:5][C:6]([N:8]1[CH2:12][CH2:11][CH2:10][C@@H:9]1[CH2:13][O:14][C:15]1[CH:20]=[CH:19][C:18]([O:21][C:29]2[O:30][C:31]3[CH:37]=[CH:36][CH:35]=[CH:34][C:32]=3[N:33]=2)=[CH:17][CH:16]=1)=[O:7])([CH3:4])([CH3:2])[CH3:3]. The yield is 0.750. (7) The reactants are C1(C)C=CC(S(O[CH:11]([CH3:18])[CH2:12][CH2:13][O:14][C:15](=[O:17])[CH3:16])(=O)=O)=CC=1.[OH:20][C:21]1[C:22]([C:31]([C:33]2[CH:38]=[CH:37][CH:36]=[CH:35][CH:34]=2)=[O:32])=[CH:23][C:24]2[C:29]([CH:30]=1)=[CH:28][CH:27]=[CH:26][CH:25]=2.C(=O)([O-])[O-].[Cs+].[Cs+]. The catalyst is CN(C=O)C.C(OCC)C. The product is [C:31]([C:22]1[C:21]([O:20][CH:11]([CH3:18])[CH2:12][CH2:13][O:14][C:15](=[O:17])[CH3:16])=[CH:30][C:29]2[C:24]([CH:23]=1)=[CH:25][CH:26]=[CH:27][CH:28]=2)(=[O:32])[C:33]1[CH:38]=[CH:37][CH:36]=[CH:35][CH:34]=1. The yield is 0.700.